From a dataset of HIV replication inhibition screening data with 41,000+ compounds from the AIDS Antiviral Screen. Binary Classification. Given a drug SMILES string, predict its activity (active/inactive) in a high-throughput screening assay against a specified biological target. (1) The compound is COCOC1C=CCCCCC(=O)C(C)C#CC1. The result is 0 (inactive). (2) The drug is Cc1nc(Nc2ccccc2)sc1C(=O)NNC(N)=O. The result is 0 (inactive). (3) The drug is CC(C)C(NC(=O)C(N)CCCCN)C(=O)NC(CCCCN)C(=O)NCC(=O)NC(C(=O)O)C(C)O. The result is 0 (inactive). (4) The drug is CC(=O)OCCc1cccnc1C=NO. The result is 0 (inactive).